Predict which catalyst facilitates the given reaction. From a dataset of Catalyst prediction with 721,799 reactions and 888 catalyst types from USPTO. (1) Reactant: [F:1][C:2]1[CH:7]=[CH:6][CH:5]=[C:4]([F:8])[C:3]=1[N:9]1[C:13]2=[N:14][CH:15]=[CH:16][C:17](I)=[C:12]2[CH:11]=[N:10]1.CC1(C)C(C)(C)[O:23][B:22](B2OC(C)(C)C(C)(C)O2)[O:21]1.C([O-])(=O)C.[K+].C(Cl)Cl. Product: [F:1][C:2]1[CH:7]=[CH:6][CH:5]=[C:4]([F:8])[C:3]=1[N:9]1[C:13]2=[N:14][CH:15]=[CH:16][C:17]([B:22]([OH:23])[OH:21])=[C:12]2[CH:11]=[N:10]1. The catalyst class is: 16. (2) Reactant: [CH:1]([N:3]1[C:7]([O:8][C:9]2[CH:14]=[CH:13][C:12]([C:15]([F:18])([F:17])[F:16])=[CH:11][CH:10]=2)=[CH:6][C:5]([C:19]2[CH:20]=[C:21]([C:25]3([NH2:29])[CH2:28][O:27][CH2:26]3)[CH:22]=[CH:23][CH:24]=2)=[N:4]1)=[CH2:2].[C:30]([O:34][C:35](O[C:35]([O:34][C:30]([CH3:33])([CH3:32])[CH3:31])=[O:36])=[O:36])([CH3:33])([CH3:32])[CH3:31]. Product: [CH:1]([N:3]1[C:7]([O:8][C:9]2[CH:14]=[CH:13][C:12]([C:15]([F:16])([F:17])[F:18])=[CH:11][CH:10]=2)=[CH:6][C:5]([C:19]2[CH:20]=[C:21]([C:25]3([NH:29][C:35](=[O:36])[O:34][C:30]([CH3:33])([CH3:32])[CH3:31])[CH2:28][O:27][CH2:26]3)[CH:22]=[CH:23][CH:24]=2)=[N:4]1)=[CH2:2]. The catalyst class is: 31. (3) Reactant: [C:1](=O)([O-])O.[Na+].[Cl:6][C:7]1[CH:8]=[C:9]([N:19]2[C:24](=[O:25])[C:23]3[CH:26]=[CH:27][NH:28][C:22]=3[NH:21][C:20]2=[S:29])[CH:10]=[CH:11][C:12]=1[O:13][CH2:14][C:15]([F:18])([F:17])[F:16].IC. Product: [Cl:6][C:7]1[CH:8]=[C:9]([N:19]2[C:24](=[O:25])[C:23]3[CH:26]=[CH:27][NH:28][C:22]=3[N:21]=[C:20]2[S:29][CH3:1])[CH:10]=[CH:11][C:12]=1[O:13][CH2:14][C:15]([F:16])([F:17])[F:18]. The catalyst class is: 9. (4) Reactant: [NH2:1][C:2]1[CH:3]=[CH:4][C:5]([NH:24][C:25]([O:27][C:28]([CH3:31])([CH3:30])[CH3:29])=[O:26])=[C:6]([C:8]#[C:9][C:10]2[CH:11]=[C:12]([NH:16][C:17](=[O:23])[O:18][C:19]([CH3:22])([CH3:21])[CH3:20])[CH:13]=[N:14][CH:15]=2)[CH:7]=1. Product: [NH2:1][C:2]1[CH:3]=[CH:4][C:5]([NH:24][C:25]([O:27][C:28]([CH3:31])([CH3:30])[CH3:29])=[O:26])=[C:6]([CH2:8][CH2:9][C:10]2[CH:11]=[C:12]([NH:16][C:17](=[O:23])[O:18][C:19]([CH3:22])([CH3:21])[CH3:20])[CH:13]=[N:14][CH:15]=2)[CH:7]=1. The catalyst class is: 19. (5) Reactant: [CH2:1]([O:3][C:4]1[CH:11]=[CH:10][C:9]([C:12]2[O:16][N:15]=[C:14]([C:17]3[CH:27]=[CH:26][C:20]4[CH2:21][CH2:22][NH:23][CH2:24][CH2:25][C:19]=4[CH:18]=3)[N:13]=2)=[CH:8][C:5]=1[C:6]#[N:7])[CH3:2].[CH2:28]([OH:33])[CH:29]([OH:32])[CH:30]=O.C(O)(=O)C.C(O[BH-](OC(=O)C)OC(=O)C)(=O)C.[Na+]. Product: [OH:32][CH:29]([CH2:28][OH:33])[CH2:30][N:23]1[CH2:22][CH2:21][C:20]2[CH:26]=[CH:27][C:17]([C:14]3[N:13]=[C:12]([C:9]4[CH:10]=[CH:11][C:4]([O:3][CH2:1][CH3:2])=[C:5]([CH:8]=4)[C:6]#[N:7])[O:16][N:15]=3)=[CH:18][C:19]=2[CH2:25][CH2:24]1. The catalyst class is: 76. (6) Reactant: [Cl:1][C:2]1[CH:7]=[CH:6][C:5]([CH:8]2[NH:12][C:11]([C:13]3[CH:18]=[CH:17][C:16]([O:19][CH3:20])=[CH:15][C:14]=3[O:21][CH2:22][CH3:23])=[N:10][CH:9]2[CH2:24][CH:25]2[CH2:29][CH2:28][CH2:27][CH2:26]2)=[CH:4][CH:3]=1.C(N(CC)CC)C.[C:37](Cl)([Cl:39])=[O:38]. Product: [Cl:1][C:2]1[CH:3]=[CH:4][C:5]([CH:8]2[N:12]([C:37]([Cl:39])=[O:38])[C:11]([C:13]3[CH:18]=[CH:17][C:16]([O:19][CH3:20])=[CH:15][C:14]=3[O:21][CH2:22][CH3:23])=[N:10][CH:9]2[CH2:24][CH:25]2[CH2:29][CH2:28][CH2:27][CH2:26]2)=[CH:6][CH:7]=1. The catalyst class is: 2. (7) Reactant: C(N(CC)C(C)C)C.[CH3:9][C:10]1[C:15]([C:16]([OH:18])=O)=[CH:14][N:13]=[C:12]([C:19]2[CH:24]=[CH:23][CH:22]=[CH:21][N:20]=2)[N:11]=1.[N:25]1([NH2:34])[C:33]2[C:28](=[N:29][CH:30]=[CH:31][CH:32]=2)[CH:27]=[CH:26]1.CN(C(ON1N=NC2C=CC=CC1=2)=[N+](C)C)C.[B-](F)(F)(F)F. Product: [N:25]1([NH:34][C:16]([C:15]2[C:10]([CH3:9])=[N:11][C:12]([C:19]3[CH:24]=[CH:23][CH:22]=[CH:21][N:20]=3)=[N:13][CH:14]=2)=[O:18])[C:33]2[C:28](=[N:29][CH:30]=[CH:31][CH:32]=2)[CH:27]=[CH:26]1. The catalyst class is: 3.